From a dataset of Catalyst prediction with 721,799 reactions and 888 catalyst types from USPTO. Predict which catalyst facilitates the given reaction. Reactant: [K+].C([CH:4]([C:8]([O-])=O)[C:5]([O-:7])=[O:6])C.[K+].Cl.[O-][CH2:14][CH3:15].[Mg+2].[O-]CC.[H-].[Na+].[NH2:22][C:23]1[C:31]2[C:30]([C:32]3[CH:37]=[CH:36][C:35]([Cl:38])=[C:34]([Cl:39])[CH:33]=3)=[N:29]C(S(C)=O)=[N:27][C:26]=2[S:25][C:24]=1[C:43]([NH2:45])=[O:44]. Product: [NH2:22][C:23]1[C:31]2[C:30]([C:32]3[CH:37]=[CH:36][C:35]([Cl:38])=[C:34]([Cl:39])[CH:33]=3)=[N:29][C:8]([CH2:4][C:5]([O:7][CH2:14][CH3:15])=[O:6])=[N:27][C:26]=2[S:25][C:24]=1[C:43](=[O:44])[NH2:45]. The catalyst class is: 90.